Dataset: Full USPTO retrosynthesis dataset with 1.9M reactions from patents (1976-2016). Task: Predict the reactants needed to synthesize the given product. (1) The reactants are: [Cl:1][C:2]1[N:3]=[CH:4][NH:5][C:6]=1[Cl:7].[OH-].[K+].[Br:10][CH2:11][CH3:12].[K+].[Br-].Br[CH2:16][CH2:17][C:18]1[CH:27]=[CH:26][C:25]2[C:20](=[CH:21][CH:22]=[CH:23][CH:24]=2)[CH:19]=1. Given the product [Br-:10].[CH2:16]([N+:3]1[C:2]([Cl:1])=[C:6]([Cl:7])[N:5]([C:18]2([CH2:17][CH3:16])[CH:27]=[CH:26][C:25]3[C:20](=[CH:21][CH:22]=[CH:23][CH:24]=3)[CH2:19]2)[CH:4]=1)[CH2:17][CH2:18][CH2:19][CH2:20][CH2:21][CH2:11][CH3:12], predict the reactants needed to synthesize it. (2) Given the product [NH:8]1[CH:12]=[C:11]([C:13]2[CH:14]=[CH:15][C:16]3[N:17]([CH:19]=[C:20]([C:22]([NH:24][C:25]4[CH:29]=[CH:28][O:27][N:26]=4)=[O:23])[N:21]=3)[CH:18]=2)[N:10]=[CH:9]1, predict the reactants needed to synthesize it. The reactants are: C1(C(C2C=CC=CC=2)(C2C=CC=CC=2)[N:8]2[CH:12]=[C:11]([C:13]3[CH:14]=[CH:15][C:16]4[N:17]([CH:19]=[C:20]([C:22]([NH:24][C:25]5[CH:29]=[CH:28][O:27][N:26]=5)=[O:23])[N:21]=4)[CH:18]=3)[N:10]=[CH:9]2)C=CC=CC=1.Cl.C(=O)([O-])[O-].[Na+].[Na+]. (3) Given the product [F:29][C:26]1[CH:27]=[CH:28][C:23]([O:22][CH2:21][CH2:20][CH2:19][N:16]2[CH2:15][CH2:14][C@@H:11]3[N:12]4[CH2:1][CH2:2][S:3][CH2:4][C:5]5[CH:6]=[CH:7][CH:8]=[C:9]([C:13]4=5)[C@@H:10]3[CH2:17]2)=[CH:24][CH:25]=1, predict the reactants needed to synthesize it. The reactants are: [CH2:1]1[N:12]2[C:13]3[C:9]([C@@H:10]4[CH2:17][NH:16][CH2:15][CH2:14][C@@H:11]42)=[CH:8][CH:7]=[CH:6][C:5]=3[CH2:4][S:3][CH2:2]1.Cl[CH2:19][CH2:20][CH2:21][O:22][C:23]1[CH:28]=[CH:27][C:26]([F:29])=[CH:25][CH:24]=1. (4) Given the product [F:1][C:2]([F:7])([F:6])[C:3]([OH:5])=[O:4].[CH2:15]([CH:17]([CH2:22][C:23]1[O:27][N:26]=[C:25]([CH2:28][CH2:29][CH2:30][C:31]2[CH:40]=[CH:39][C:38]3[CH2:37][CH2:36][CH2:35][NH:34][C:33]=3[N:32]=2)[N:24]=1)[CH2:18][C:19]([OH:21])=[O:20])[C:16]1[CH:41]=[CH:14][CH:13]=[CH:12][CH:11]=1, predict the reactants needed to synthesize it. The reactants are: [F:1][C:2]([F:7])([F:6])[C:3]([OH:5])=[O:4].O1[C:12]2[CH:13]=[CH:14][C:15]([CH:17]([CH2:22][C:23]3[O:27][N:26]=[C:25]([CH2:28][CH2:29][CH2:30][C:31]4[CH:40]=[CH:39][C:38]5[CH2:37][CH2:36][CH2:35][NH:34][C:33]=5[N:32]=4)[N:24]=3)[CH2:18][C:19]([OH:21])=[O:20])=[CH:16][C:11]=2OC1.[CH2:41](C1CC(=O)OC(=O)C1)C1C=CC=CC=1. (5) Given the product [Cl:15][C:16]1[CH:23]=[CH:22][C:19]([C:20]2[NH:6][C:4](=[O:5])[C:3]3[C:2](=[CH:10][C:9]([O:11][CH3:12])=[CH:8][C:7]=3[O:13][CH3:14])[N:1]=2)=[C:18]([F:24])[CH:17]=1, predict the reactants needed to synthesize it. The reactants are: [NH2:1][C:2]1[CH:10]=[C:9]([O:11][CH3:12])[CH:8]=[C:7]([O:13][CH3:14])[C:3]=1[C:4]([NH2:6])=[O:5].[Cl:15][C:16]1[CH:23]=[CH:22][C:19]([CH:20]=O)=[C:18]([F:24])[CH:17]=1.OS([O-])=O.[Na+]. (6) Given the product [CH2:30]([C:29]1[N:37]=[C:24]([CH:10]2[CH2:11][CH:12]([C:14]3[CH:19]=[CH:18][C:17]([C:20]([F:21])([F:23])[F:22])=[CH:16][CH:15]=3)[CH2:13][N:8]([C:6]([N:4]3[CH2:5][CH:2]([OH:1])[CH2:3]3)=[O:7])[CH2:9]2)[O:25][N:28]=1)[C:31]1[CH:36]=[CH:35][CH:34]=[CH:33][CH:32]=1, predict the reactants needed to synthesize it. The reactants are: [OH:1][CH:2]1[CH2:5][N:4]([C:6]([N:8]2[CH2:13][CH:12]([C:14]3[CH:19]=[CH:18][C:17]([C:20]([F:23])([F:22])[F:21])=[CH:16][CH:15]=3)[CH2:11][CH:10]([C:24](O)=[O:25])[CH2:9]2)=[O:7])[CH2:3]1.O[NH:28][C:29](=[NH:37])[CH2:30][C:31]1[CH:36]=[CH:35][CH:34]=[CH:33][CH:32]=1. (7) The reactants are: [NH:1]([C:3]1[N:8]([CH2:9][CH:10]([CH3:12])[CH3:11])[C:7](=[O:13])[N:6]([CH3:14])[C:5](=[O:15])[CH:4]=1)[NH2:2].[S:16]1[C:20]2[CH:21]=[CH:22][CH:23]=[CH:24][C:19]=2[C:18]([CH:25]=O)=[CH:17]1.[CH3:27][N:28]1[CH:32]=[CH:31][N:30]=[C:29]1[CH:33]=O. Given the product [S:16]1[C:20]2[CH:21]=[CH:22][CH:23]=[CH:24][C:19]=2[C:18]([CH2:25][N:2]2[C:33]([C:29]3[N:28]([CH3:27])[CH:32]=[CH:31][N:30]=3)=[C:4]3[C:3]([N:8]([CH2:9][CH:10]([CH3:11])[CH3:12])[C:7](=[O:13])[N:6]([CH3:14])[C:5]3=[O:15])=[N:1]2)=[CH:17]1, predict the reactants needed to synthesize it.